Dataset: Forward reaction prediction with 1.9M reactions from USPTO patents (1976-2016). Task: Predict the product of the given reaction. (1) The product is: [C:32]([O:31][C:29](=[O:30])[N:9]([CH2:8][C:5]1[CH:6]=[N:7][C:2]([F:1])=[CH:3][C:4]=1[I:11])[CH3:10])([CH3:33])([CH3:34])[CH3:35]. Given the reactants [F:1][C:2]1[N:7]=[CH:6][C:5]([CH2:8][NH:9][CH3:10])=[C:4]([I:11])[CH:3]=1.C(N(C(C)C)CC)(C)C.[C:32]([O:31][C:29](O[C:29]([O:31][C:32]([CH3:35])([CH3:34])[CH3:33])=[O:30])=[O:30])([CH3:35])([CH3:34])[CH3:33], predict the reaction product. (2) Given the reactants [NH2:1][C:2]1[C:9]([Cl:10])=[CH:8][CH:7]=[CH:6][C:3]=1[C:4]#[N:5].[H-].[Na+].[CH3:13]I, predict the reaction product. The product is: [Cl:10][C:9]1[C:2]([NH:1][CH3:13])=[C:3]([CH:6]=[CH:7][CH:8]=1)[C:4]#[N:5]. (3) Given the reactants [CH2:1]([O:8][C:9]1[S:13][C:12]([C:14]#[N:15])=[CH:11][CH:10]=1)[C:2]1[CH:7]=[CH:6][CH:5]=[CH:4][CH:3]=1.[H-].[Al+3].[Li+].[H-].[H-].[H-].[F-].[Na+], predict the reaction product. The product is: [CH2:1]([O:8][C:9]1[S:13][C:12]([CH2:14][NH2:15])=[CH:11][CH:10]=1)[C:2]1[CH:3]=[CH:4][CH:5]=[CH:6][CH:7]=1.